Task: Predict the reactants needed to synthesize the given product.. Dataset: Full USPTO retrosynthesis dataset with 1.9M reactions from patents (1976-2016) (1) Given the product [CH2:40]([N:36]([CH2:37][CH2:38][CH3:39])[CH2:35][CH2:34][CH2:33][CH2:32][NH:21][CH2:20][C:19]1[CH:18]=[CH:17][C:16]([C:14]([N:13]([CH2:45][C:46]2[N:47]([CH2:51][O:52][CH2:53][CH2:54][Si:55]([CH3:56])([CH3:58])[CH3:57])[CH:48]=[CH:49][N:50]=2)[CH2:12][C:8]2[N:7]([CH2:6][O:5][CH2:4][CH2:3][Si:2]([CH3:1])([CH3:59])[CH3:60])[CH:11]=[CH:10][N:9]=2)=[O:15])=[CH:44][CH:43]=1)[CH2:41][CH3:42], predict the reactants needed to synthesize it. The reactants are: [CH3:1][Si:2]([CH3:60])([CH3:59])[CH2:3][CH2:4][O:5][CH2:6][N:7]1[CH:11]=[CH:10][N:9]=[C:8]1[CH2:12][N:13]([CH2:45][C:46]1[N:47]([CH2:51][O:52][CH2:53][CH2:54][Si:55]([CH3:58])([CH3:57])[CH3:56])[CH:48]=[CH:49][N:50]=1)[C:14]([C:16]1[CH:44]=[CH:43][C:19]([CH2:20][N:21]([CH2:32][CH2:33][CH2:34][CH2:35][N:36]([CH2:40][CH2:41][CH3:42])[CH2:37][CH2:38][CH3:39])C(=O)OCC2C=CC=CC=2)=[CH:18][CH:17]=1)=[O:15]. (2) Given the product [N:11]1[CH:12]=[CH:13][CH:14]=[N:15][C:10]=1[N:1]1[CH2:6][CH2:5][CH:4]([CH2:7][OH:8])[CH2:3][CH2:2]1, predict the reactants needed to synthesize it. The reactants are: [NH:1]1[CH2:6][CH2:5][CH:4]([CH2:7][OH:8])[CH2:3][CH2:2]1.Cl[C:10]1[N:15]=[CH:14][CH:13]=[CH:12][N:11]=1.C(=O)([O-])[O-].[K+].[K+].O. (3) Given the product [F:49][C:31]([F:30])([F:50])[C:32]([NH:34][CH2:35][C:36]1[CH:41]=[CH:40][C:39]([F:42])=[C:38]([CH:43]2[CH2:48][CH2:47][N:46]([C:15]([C:7]3[C:8]4[C:9](=[C:10]([CH3:14])[N:11]=[CH:12][CH:13]=4)[N:5]([CH2:4][CH2:3][O:2][CH3:1])[CH:6]=3)=[O:17])[CH2:45][CH2:44]2)[CH:37]=1)=[O:33], predict the reactants needed to synthesize it. The reactants are: [CH3:1][O:2][CH2:3][CH2:4][N:5]1[C:9]2=[C:10]([CH3:14])[N:11]=[CH:12][CH:13]=[C:8]2[C:7]([C:15]([OH:17])=O)=[CH:6]1.C(C1NC=CN=1)(C1NC=CN=1)=O.[F:30][C:31]([F:50])([F:49])[C:32]([NH:34][CH2:35][C:36]1[CH:41]=[CH:40][C:39]([F:42])=[C:38]([CH:43]2[CH2:48][CH2:47][NH:46][CH2:45][CH2:44]2)[CH:37]=1)=[O:33]. (4) The reactants are: C[O:2][C:3](=O)[CH2:4][CH:5]([C:10]1[S:11][C:12]([C:15]2[CH:20]=[CH:19][N:18]=[C:17]([S:21][CH3:22])[N:16]=2)=[CH:13][CH:14]=1)[CH2:6][N+:7]([O-])=O. Given the product [CH3:22][S:21][C:17]1[N:16]=[C:15]([C:12]2[S:11][C:10]([CH:5]3[CH2:6][NH:7][C:3](=[O:2])[CH2:4]3)=[CH:14][CH:13]=2)[CH:20]=[CH:19][N:18]=1, predict the reactants needed to synthesize it. (5) Given the product [N:13]([CH2:4][C:5]1[N:6]=[C:7]([C:10](=[O:12])[CH3:11])[S:8][CH:9]=1)=[N+:14]=[N-:15], predict the reactants needed to synthesize it. The reactants are: N#N.Cl[CH2:4][C:5]1[N:6]=[C:7]([C:10](=[O:12])[CH3:11])[S:8][CH:9]=1.[N-:13]=[N+:14]=[N-:15].[Na+]. (6) Given the product [C:19]([NH2:2])(=[O:33])[CH2:20][CH2:21][CH2:22][CH2:23][CH2:24][CH2:25][CH2:26][CH2:27][CH2:28][CH2:29][CH3:30].[NH2:2][C@H:3]([C:9]([OH:11])=[O:10])[CH2:4][CH2:5][CH2:6][CH2:7][NH2:8], predict the reactants needed to synthesize it. The reactants are: Cl.[NH2:2][C@H:3]([C:9]([OH:11])=[O:10])[CH2:4][CH2:5][CH2:6][CH2:7][NH2:8].C(=O)([O-])[O-].[K+].[K+].O.[C:19](Cl)(=[O:33])[CH2:20][CH2:21][CH2:22][CH2:23][CH2:24][CH2:25][CH2:26][CH2:27][CH2:28][CH2:29][C:30](Cl)=O. (7) Given the product [Cl:1][CH:2]([Cl:23])[C:3]([N:5]1[C@H:9]([CH2:10][F:30])[C@@H:8]([C:12]2[CH:17]=[CH:16][C:15]([S:18]([CH3:21])(=[O:20])=[O:19])=[CH:14][CH:13]=2)[O:7][C:6]1=[O:22])=[O:4], predict the reactants needed to synthesize it. The reactants are: [Cl:1][CH:2]([Cl:23])[C:3]([N:5]1[C@H:9]([CH2:10]O)[C@@H:8]([C:12]2[CH:17]=[CH:16][C:15]([S:18]([CH3:21])(=[O:20])=[O:19])=[CH:14][CH:13]=2)[O:7][C:6]1=[O:22])=[O:4].C(N(CC)C(F)(F)C(F)C(F)(F)[F:30])C. (8) The reactants are: [C:1]1([CH3:14])[CH:6]=[CH:5][C:4]([C:7]23[CH2:12][CH:11]2[C:10](=O)[CH2:9][CH2:8]3)=[CH:3][CH:2]=1.[CH3:15][NH:16][CH3:17].C(O[BH-](OC(=O)C)OC(=O)C)(=O)C.[Na+].[Cl:32]CCCl. Given the product [ClH:32].[CH3:15][N:16]([CH3:17])[CH:10]1[CH2:9][CH2:8][C:7]2([C:4]3[CH:5]=[CH:6][C:1]([CH3:14])=[CH:2][CH:3]=3)[CH:11]1[CH2:12]2, predict the reactants needed to synthesize it. (9) Given the product [CH2:1]([C:3]1[N:4]=[C:5]([O:20][CH2:25][CH2:24][O:39][CH3:40])[C:6]2[N:12]=[C:11]([C:13]3[CH:18]=[CH:17][C:16]([F:19])=[CH:15][CH:14]=3)[CH:10]=[CH:9][C:7]=2[N:8]=1)[CH3:2], predict the reactants needed to synthesize it. The reactants are: [CH2:1]([C:3]1[N:4]=[C:5]([OH:20])[C:6]2[N:12]=[C:11]([C:13]3[CH:18]=[CH:17][C:16]([F:19])=[CH:15][CH:14]=3)[CH:10]=[CH:9][C:7]=2[N:8]=1)[CH3:2].CC1N=[C:24]([O:39][CH2:40]COC)[C:25]2N=C(C3C=CC(F)=CC=3)C=CC=2N=1.